From a dataset of Cav3 T-type calcium channel HTS with 100,875 compounds. Binary Classification. Given a drug SMILES string, predict its activity (active/inactive) in a high-throughput screening assay against a specified biological target. (1) The molecule is Clc1c(OCC(O\N=C(/N)Cc2sccc2)=O)cccc1. The result is 0 (inactive). (2) The molecule is OC1(C(CCCC1)CN(C)C)c1cc(OC)ccc1. The result is 0 (inactive). (3) The compound is s1cc(C2C(C(OC(=C2)C(=O)N2CCN(CC2)Cc2ccccc2)OCC)CCCO)c2c1cccc2. The result is 0 (inactive). (4) The molecule is O=C(N1CCN(CC1)Cc1cc(OC)ccc1)CC(C)C. The result is 0 (inactive).